From a dataset of Full USPTO retrosynthesis dataset with 1.9M reactions from patents (1976-2016). Predict the reactants needed to synthesize the given product. (1) Given the product [F:1][C:2]1[CH:3]=[C:4]([NH:8][C:9]([C:11]2[NH:12][C:13]3[C:18]([CH:19]=2)=[CH:17][C:16]([CH:20]2[CH2:25][CH2:24][CH2:23][N:22]([CH2:29][CH2:28][O:27][CH3:26])[CH2:21]2)=[CH:15][CH:14]=3)=[O:10])[CH:5]=[CH:6][CH:7]=1, predict the reactants needed to synthesize it. The reactants are: [F:1][C:2]1[CH:3]=[C:4]([NH:8][C:9]([C:11]2[NH:12][C:13]3[C:18]([CH:19]=2)=[CH:17][C:16]([C:20]2[CH:21]=[N:22][CH:23]=[CH:24][CH:25]=2)=[CH:15][CH:14]=3)=[O:10])[CH:5]=[CH:6][CH:7]=1.[CH3:26][O:27][CH2:28][CH2:29]Br.[BH4-].[Na+].C([O-])=O.[NH4+]. (2) Given the product [C:30]1([N:28]2[C:1]([NH2:2])=[N:3][C:4]([NH:5][C:6]3[CH:7]=[CH:8][C:9]4[O:13][C:12]([CH2:14][N:15]5[CH2:16][CH2:17][CH2:18][CH2:19]5)=[N:11][C:10]=4[CH:20]=3)=[N:29]2)[C:39]2[C:34](=[CH:35][CH:36]=[CH:37][CH:38]=2)[CH:33]=[CH:32][N:31]=1, predict the reactants needed to synthesize it. The reactants are: [C:1](/[N:3]=[C:4](\OC1C=CC=CC=1)/[NH:5][C:6]1[CH:7]=[CH:8][C:9]2[O:13][C:12]([CH2:14][N:15]3[CH2:19][CH2:18][CH2:17][CH2:16]3)=[N:11][C:10]=2[CH:20]=1)#[N:2].[NH:28]([C:30]1[C:39]2[C:34](=[CH:35][CH:36]=[CH:37][CH:38]=2)[CH:33]=[CH:32][N:31]=1)[NH2:29]. (3) Given the product [Cl:20][C:17]1[CH:18]=[CH:19][C:14]([C:12]2[CH:11]=[C:10]([CH3:21])[N:9]=[C:8]([C:4]3[CH:5]=[N:6][CH:7]=[C:2]([C:26]4[CH:25]=[N:24][C:23]([NH2:22])=[CH:28][CH:27]=4)[CH:3]=3)[CH:13]=2)=[CH:15][CH:16]=1, predict the reactants needed to synthesize it. The reactants are: Br[C:2]1[CH:3]=[C:4]([C:8]2[CH:13]=[C:12]([C:14]3[CH:19]=[CH:18][C:17]([Cl:20])=[CH:16][CH:15]=3)[CH:11]=[C:10]([CH3:21])[N:9]=2)[CH:5]=[N:6][CH:7]=1.[NH2:22][C:23]1[CH:28]=[CH:27][C:26](B2OC(C)(C)C(C)(C)O2)=[CH:25][N:24]=1. (4) Given the product [CH2:1]([C:3]1[N:4]([S:16]([C:13]2[CH:12]=[CH:11][C:10]([O:9][CH3:8])=[CH:15][CH:14]=2)(=[O:18])=[O:17])[CH:5]=[CH:6][CH:7]=1)[CH3:2], predict the reactants needed to synthesize it. The reactants are: [CH2:1]([C:3]1[NH:4][CH:5]=[CH:6][CH:7]=1)[CH3:2].[CH3:8][O:9][C:10]1[CH:15]=[CH:14][C:13]([S:16](Cl)(=[O:18])=[O:17])=[CH:12][CH:11]=1.[H-].[Na+]. (5) Given the product [OH:24][C@@H:16]([CH2:17][N:18]1[CH2:23][CH2:22][O:21][CH2:20][CH2:19]1)[CH2:15][N:14]1[CH2:13][CH2:12][CH2:11][C:10]2[NH:9][CH:8]=[C:7]([CH3:32])[C:6]=2[C:4]1=[O:3], predict the reactants needed to synthesize it. The reactants are: C([O:3][C:4]([C:6]1[C:7]([CH3:32])=[C:8](C(OC(C)(C)C)=O)[NH:9][C:10]=1[CH2:11][CH2:12][CH2:13][NH:14][CH2:15][C@H:16]([OH:24])[CH2:17][N:18]1[CH2:23][CH2:22][O:21][CH2:20][CH2:19]1)=O)C.C[Al](C)C. (6) Given the product [F:1][C:2]1[C:3]([CH3:18])=[C:4]([C@:8]23[CH2:9][C@H:10]([CH2:11][CH2:12]2)[O:16][C:14]3=[O:15])[CH:5]=[CH:6][CH:7]=1, predict the reactants needed to synthesize it. The reactants are: [F:1][C:2]1[C:3]([CH3:18])=[C:4]([C@:8]2([C:14]([O:16]C)=[O:15])[CH2:12][CH2:11][C@H:10](O)[CH2:9]2)[CH:5]=[CH:6][CH:7]=1.C1CCN2C(=NCCC2)CC1. (7) Given the product [C:1]([C:3]1[C:8]([CH2:9][C:10]([CH3:11])([CH3:13])[CH3:12])=[N:7][C:6]([CH2:14][CH3:15])=[C:5]([C:4]=1[C:20]1[CH:21]=[CH:22][C:23]([CH3:26])=[CH:24][CH:25]=1)[C:16]([O:18][CH3:19])=[O:17])#[N:2], predict the reactants needed to synthesize it. The reactants are: [C:1]([C:3]1[CH:4]([C:20]2[CH:25]=[CH:24][C:23]([CH3:26])=[CH:22][CH:21]=2)[C:5]([C:16]([O:18][CH3:19])=[O:17])=[C:6]([CH2:14][CH3:15])[NH:7][C:8]=1[CH2:9][C:10]([CH3:13])([CH3:12])[CH3:11])#[N:2].[N+]([O-])([O-])=O.[NH4+].[Ce]. (8) Given the product [CH2:21]([C:19]1[S:18][C:16]2[N:17]=[C:12]([CH2:11][O:10][C:5]3[CH:6]=[CH:7][CH:8]=[CH:9][C:4]=3[C:3]([OH:37])=[O:2])[N:13]=[C:14]([N:24]3[CH2:29][CH2:28][N:27]4[C:30]([C:33]([F:35])([F:34])[F:36])=[N:31][N:32]=[C:26]4[CH2:25]3)[C:15]=2[CH:20]=1)[CH2:22][CH3:23], predict the reactants needed to synthesize it. The reactants are: C[O:2][C:3](=[O:37])[C:4]1[CH:9]=[CH:8][CH:7]=[CH:6][C:5]=1[O:10][CH2:11][C:12]1[N:13]=[C:14]([N:24]2[CH2:29][CH2:28][N:27]3[C:30]([C:33]([F:36])([F:35])[F:34])=[N:31][N:32]=[C:26]3[CH2:25]2)[C:15]2[CH:20]=[C:19]([CH2:21][CH2:22][CH3:23])[S:18][C:16]=2[N:17]=1.[OH-].[Li+].